This data is from CYP2D6 inhibition data for predicting drug metabolism from PubChem BioAssay. The task is: Regression/Classification. Given a drug SMILES string, predict its absorption, distribution, metabolism, or excretion properties. Task type varies by dataset: regression for continuous measurements (e.g., permeability, clearance, half-life) or binary classification for categorical outcomes (e.g., BBB penetration, CYP inhibition). Dataset: cyp2d6_veith. (1) The drug is CC(=O)N1CCC2(CCCN(c3ccncc3)C2)CC1. The result is 0 (non-inhibitor). (2) The compound is O=C(Nc1ccc(S(=O)(=O)N2CCCC2)cc1)c1ccc(CN2CCOCC2)cc1. The result is 1 (inhibitor).